This data is from Full USPTO retrosynthesis dataset with 1.9M reactions from patents (1976-2016). The task is: Predict the reactants needed to synthesize the given product. (1) Given the product [C:1]([N:9]1[C:17]2[C:12](=[CH:13][CH:14]=[CH:15][CH:16]=2)[C:11]([C:18]([OH:20])=[O:19])=[C:10]1[CH3:25])(=[O:8])[C:2]1[CH:3]=[CH:4][CH:5]=[CH:6][CH:7]=1, predict the reactants needed to synthesize it. The reactants are: [C:1]([N:9]1[C:17]2[C:12](=[CH:13][CH:14]=[CH:15][CH:16]=2)[C:11]([C:18]([O:20]C(C)(C)C)=[O:19])=[C:10]1[CH3:25])(=[O:8])[C:2]1[CH:7]=[CH:6][CH:5]=[CH:4][CH:3]=1.O.[OH-].[Li+].O1CCCC1.CO. (2) Given the product [CH3:6][O:7][C:8](=[O:16])[C:9]1[CH:14]=[CH:13][C:12]([S:15][CH:25]([CH3:26])[CH3:24])=[CH:11][CH:10]=1, predict the reactants needed to synthesize it. The reactants are: CN(C)C=O.[CH3:6][O:7][C:8](=[O:16])[C:9]1[CH:14]=[CH:13][C:12]([SH:15])=[CH:11][CH:10]=1.C(=O)([O-])[O-].[K+].[K+].I[CH2:24][CH:25](C)[CH3:26]. (3) The reactants are: [Cl:1][C:2]1[C:7]([F:8])=[C:6](Cl)[N:5]=[CH:4][N:3]=1.[OH-].[NH4+:11]. Given the product [Cl:1][C:2]1[N:3]=[CH:4][N:5]=[C:6]([NH2:11])[C:7]=1[F:8], predict the reactants needed to synthesize it. (4) Given the product [OH:1][NH:2][C:6](=[O:5])[CH2:7][CH2:8][CH2:9][CH2:10][CH2:11][CH2:12][N:13]([C:20]1[CH:25]=[C:24]([O:26][CH3:27])[CH:23]=[CH:22][N:21]=1)[C:14]1[CH:19]=[CH:18][CH:17]=[CH:16][N:15]=1, predict the reactants needed to synthesize it. The reactants are: [OH:1][NH2:2].C([O:5][C:6](=O)[CH2:7][CH2:8][CH2:9][CH2:10][CH2:11][CH2:12][N:13]([C:20]1[CH:25]=[C:24]([O:26][CH3:27])[CH:23]=[CH:22][N:21]=1)[C:14]1[CH:19]=[CH:18][CH:17]=[CH:16][N:15]=1)C. (5) Given the product [F:1][C:2]1[CH:3]=[CH:4][C:5]2[N:9]=[C:8]([C:10]3[CH:14]=[C:13]([CH3:15])[O:12][N:11]=3)[N:7]([C:16]3[C:24]4[O:23][CH2:22][C@@H:21]([NH:25][C:26]5[CH:38]=[CH:37][C:29]6[C@H:30]([CH2:33][C:34]([O-:36])=[O:35])[CH2:31][O:32][C:28]=6[CH:27]=5)[C:20]=4[CH:19]=[CH:18][CH:17]=3)[C:6]=2[CH:39]=1.[Na+:41], predict the reactants needed to synthesize it. The reactants are: [F:1][C:2]1[CH:3]=[CH:4][C:5]2[N:9]=[C:8]([C:10]3[CH:14]=[C:13]([CH3:15])[O:12][N:11]=3)[N:7]([C:16]3[C:24]4[O:23][CH2:22][C@@H:21]([NH:25][C:26]5[CH:38]=[CH:37][C:29]6[C@H:30]([CH2:33][C:34]([OH:36])=[O:35])[CH2:31][O:32][C:28]=6[CH:27]=5)[C:20]=4[CH:19]=[CH:18][CH:17]=3)[C:6]=2[CH:39]=1.[OH-].[Na+:41].C(#N)C. (6) Given the product [C:1]([O:5][C:6](=[O:13])[NH:7][C@@H:8]1[CH2:12][CH2:11][N:10]([CH:31]2[CH2:32][CH2:33][O:28][CH2:29][CH2:30]2)[CH2:9]1)([CH3:4])([CH3:2])[CH3:3], predict the reactants needed to synthesize it. The reactants are: [C:1]([O:5][C:6](=[O:13])[NH:7][C@@H:8]1[CH2:12][CH2:11][NH:10][CH2:9]1)([CH3:4])([CH3:3])[CH3:2].C(O[BH-](OC(=O)C)OC(=O)C)(=O)C.[Na+].[O:28]1[CH2:33][CH2:32][C:31](=O)[CH2:30][CH2:29]1. (7) Given the product [C:1]([O:5][C:6]([NH:8][CH2:9][CH2:10][CH2:11][O:12][C:13]1[CH:14]=[C:15]([C:16]#[N:17])[CH:18]=[CH:19][C:20]=1[CH:24]=[CH:23][C:22]([O:26][CH2:27][CH3:28])=[O:25])=[O:7])([CH3:4])([CH3:3])[CH3:2], predict the reactants needed to synthesize it. The reactants are: [C:1]([O:5][C:6]([NH:8][CH2:9][CH2:10][CH2:11][O:12][C:13]1[CH:14]=[C:15]([CH:18]=[CH:19][C:20]=1I)[C:16]#[N:17])=[O:7])([CH3:4])([CH3:3])[CH3:2].[C:22]([O:26][CH2:27][CH3:28])(=[O:25])[CH:23]=[CH2:24].C(N(CC)CC)C.C(OCC)(=O)C.